This data is from Reaction yield outcomes from USPTO patents with 853,638 reactions. The task is: Predict the reaction yield, written as a fraction of the theoretical maximum amount of product (1.0 means a 100% yield; for example, 0.34 means a 34% yield). (1) The reactants are O[CH2:2][C:3]1[C:4]2[CH:11]=[C:10]([CH3:12])[CH:9]=[CH:8][C:5]=2[S:6][CH:7]=1.P(Br)(Br)[Br:14].O. The catalyst is ClCCl. The product is [Br:14][CH2:2][C:3]1[C:4]2[CH:11]=[C:10]([CH3:12])[CH:9]=[CH:8][C:5]=2[S:6][CH:7]=1. The yield is 0.900. (2) The reactants are [O:1]1[C:3]2([CH2:8][CH2:7][N:6]([C:9]3[CH:14]=[CH:13][C:12]([N:15]4[CH2:19][C@H:18]([CH2:20][NH:21][C:22](=[O:24])[CH3:23])[O:17][C:16]4=[O:25])=[CH:11][C:10]=3[F:26])[CH2:5][CH2:4]2)[CH2:2]1.B(F)(F)F.[O:31]1CC[CH2:33][CH2:32]1. No catalyst specified. The product is [O:1]1[C:3]2([CH2:4][CH2:5][N:6]([C:9]3[CH:14]=[CH:13][C:12]([N:15]4[CH2:19][C@H:18]([CH2:20][NH:21][C:22](=[O:24])[CH3:23])[O:17][C:16]4=[O:25])=[CH:11][C:10]=3[F:26])[CH2:7][CH2:8]2)[CH2:2][O:31][CH2:32][CH2:33]1. The yield is 0.440.